Dataset: Forward reaction prediction with 1.9M reactions from USPTO patents (1976-2016). Task: Predict the product of the given reaction. (1) Given the reactants [OH:1][C:2]1[C:11]2[C:6](=[CH:7][CH:8]=[CH:9][CH:10]=2)[CH:5]=[CH:4][C:3]=1[CH:12]=[O:13].[H-].[Na+].[CH3:16]I, predict the reaction product. The product is: [CH3:16][O:1][C:2]1[C:11]2[C:6](=[CH:7][CH:8]=[CH:9][CH:10]=2)[CH:5]=[CH:4][C:3]=1[CH:12]=[O:13]. (2) Given the reactants [CH:1]1([CH:7]2[CH2:12][CH:11]([C:13]([O:15]C)=[O:14])[CH2:10][CH2:9][N:8]2[C:17]([O:19][CH3:20])=[O:18])[CH2:6][CH2:5][CH2:4][CH2:3][CH2:2]1.[Br-].[Li+].C(N(CC)CC)C.CC(OC)(C)C, predict the reaction product. The product is: [CH:1]1([CH:7]2[CH2:12][CH:11]([C:13]([OH:15])=[O:14])[CH2:10][CH2:9][N:8]2[C:17]([O:19][CH3:20])=[O:18])[CH2:2][CH2:3][CH2:4][CH2:5][CH2:6]1. (3) Given the reactants [N+:1]([C:4]1[CH:9]=[CH:8][C:7]([N:10]2[CH2:15][CH2:14][CH2:13][C@H:12]([NH:16][C@@H:17]3[CH2:22][CH2:21][CH2:20][CH2:19][C@H:18]3[NH:23][C:24]3[CH:29]=[C:28]([C:30]4[CH:35]=[CH:34][CH:33]=[C:32](OC(F)(F)F)[CH:31]=4)[CH:27]=[CH:26][N:25]=3)[CH2:11]2)=[CH:6][CH:5]=1)([O-:3])=[O:2].[F:41][C:42]([F:54])([F:53])[O:43]C1C=CC(B(O)O)=CC=1, predict the reaction product. The product is: [N+:1]([C:4]1[CH:9]=[CH:8][C:7]([N:10]2[CH2:15][CH2:14][CH2:13][C@H:12]([NH:16][C@@H:17]3[CH2:22][CH2:21][CH2:20][CH2:19][C@H:18]3[NH:23][C:24]3[CH:29]=[C:28]([C:30]4[CH:31]=[CH:32][C:33]([O:43][C:42]([F:54])([F:53])[F:41])=[CH:34][CH:35]=4)[CH:27]=[CH:26][N:25]=3)[CH2:11]2)=[CH:6][CH:5]=1)([O-:3])=[O:2]. (4) Given the reactants [F:1][C:2]1[CH:7]=[CH:6][C:5]([C:8]2[N:12]=[C:11]([CH:13]3[CH2:18][CH2:17][N:16]([CH2:19][C:20]([C:22]4[CH:27]=[CH:26][CH:25]=[CH:24][CH:23]=4)=[O:21])[CH2:15][CH2:14]3)[N:10]([C:28]3[N:33]=[CH:32][CH:31]=[CH:30][N:29]=3)[N:9]=2)=[CH:4][CH:3]=1.[BH4-].[Na+], predict the reaction product. The product is: [F:1][C:2]1[CH:3]=[CH:4][C:5]([C:8]2[N:12]=[C:11]([CH:13]3[CH2:18][CH2:17][N:16]([CH2:19][CH:20]([C:22]4[CH:27]=[CH:26][CH:25]=[CH:24][CH:23]=4)[OH:21])[CH2:15][CH2:14]3)[N:10]([C:28]3[N:29]=[CH:30][CH:31]=[CH:32][N:33]=3)[N:9]=2)=[CH:6][CH:7]=1. (5) Given the reactants [O:1]1[CH2:5][CH2:4][C:3](=O)[CH2:2]1.OC(C(F)(F)F)=O.[CH3:14][CH:15]1[CH2:20][CH2:19][N:18]([C:21]([C:23]2[CH:31]=[CH:30][C:29]3[N:28]([S:32]([CH2:35][CH2:36][CH3:37])(=[O:34])=[O:33])[C:27]4[CH2:38][CH2:39][NH:40][CH2:41][C:26]=4[C:25]=3[CH:24]=2)=[O:22])[CH2:17][CH2:16]1, predict the reaction product. The product is: [CH3:14][CH:15]1[CH2:20][CH2:19][N:18]([C:21]([C:23]2[CH:31]=[CH:30][C:29]3[N:28]([S:32]([CH2:35][CH2:36][CH3:37])(=[O:33])=[O:34])[C:27]4[CH2:38][CH2:39][N:40]([CH:3]5[CH2:4][CH2:5][O:1][CH2:2]5)[CH2:41][C:26]=4[C:25]=3[CH:24]=2)=[O:22])[CH2:17][CH2:16]1.